This data is from Forward reaction prediction with 1.9M reactions from USPTO patents (1976-2016). The task is: Predict the product of the given reaction. (1) Given the reactants [C:1]([N:8]([CH3:28])[CH:9]1[CH2:14][CH2:13][CH:12]([NH:15][CH2:16][C:17]2[CH:18]=[C:19](B(O)O)[CH:20]=[CH:21][C:22]=2[O:23][CH3:24])[CH2:11][CH2:10]1)([O:3][C:4]([CH3:7])([CH3:6])[CH3:5])=[O:2].Br[C:30]1[CH:31]=[CH:32][C:33]([CH3:36])=[N:34][CH:35]=1, predict the reaction product. The product is: [C:4]([O:3][C:1](=[O:2])[N:8]([CH:9]1[CH2:14][CH2:13][CH:12]([NH:15][CH2:16][C:17]2[CH:18]=[C:19]([C:30]3[CH:35]=[N:34][C:33]([CH3:36])=[CH:32][CH:31]=3)[CH:20]=[CH:21][C:22]=2[O:23][CH3:24])[CH2:11][CH2:10]1)[CH3:28])([CH3:7])([CH3:6])[CH3:5]. (2) Given the reactants [CH:1]1[C:13]2[NH:12][C:11]3[C:6](=[CH:7][CH:8]=[CH:9][CH:10]=3)[C:5]=2[CH:4]=[CH:3][CH:2]=1.BrCCC[C:18]1[CH:23]=[CH:22][CH:21]=[CH:20][CH:19]=1.[OH-].[Na+].[CH2:26](N1C2C=CC=CC=2C2C1=CC=CC=2)[CH2:27][CH2:28]CCCC, predict the reaction product. The product is: [CH2:26]([N:12]1[C:11]2[C:10]([C:18]3[CH:23]=[CH:22][CH:21]=[CH:20][CH:19]=3)=[CH:9][CH:8]=[CH:7][C:6]=2[C:5]2[C:13]1=[CH:1][CH:2]=[CH:3][CH:4]=2)[CH2:27][CH3:28]. (3) Given the reactants CS(O[CH2:6][C:7]1([CH2:11][N:12]2[CH:16]=[C:15]([N+:17]([O-:19])=[O:18])[CH:14]=[N:13]2)[CH2:10][O:9][CH2:8]1)(=O)=O.C([O-])([O-])=O.[K+].[K+].[CH3:26][NH:27][CH3:28], predict the reaction product. The product is: [CH3:26][N:27]([CH3:28])[CH2:6][C:7]1([CH2:11][N:12]2[CH:16]=[C:15]([N+:17]([O-:19])=[O:18])[CH:14]=[N:13]2)[CH2:10][O:9][CH2:8]1. (4) Given the reactants [CH3:1][C:2]1([C:15](=O)[NH:16]C2C=CC=C(S(=O)(=O)N)C=2)C[CH2:6][N:5](C(OC(C)(C)C)=O)[CH2:4][CH2:3]1.C(O[C:33]([N:35]1[CH2:40][CH2:39][C:38]([CH3:44])([C:41]([OH:43])=O)[CH2:37][CH2:36]1)=O)(C)(C)C.[N:45]1C=CC=CC=1.C(Cl)(=O)C(Cl)=O.[NH2:57][C:58]1[CH:59]=[C:60]([S:64]([NH2:67])(=[O:66])=[O:65])[CH:61]=[CH:62][CH:63]=1, predict the reaction product. The product is: [CH3:44][C:38]1([C:41]([NH:57][C:58]2[CH:63]=[CH:62][CH:61]=[C:60]([S:64](=[O:65])(=[O:66])[NH2:67])[CH:59]=2)=[O:43])[CH2:37][CH2:36][N:35]([C:33]2[C:3]3[C:2]([CH3:1])=[CH:15][NH:16][C:4]=3[N:5]=[CH:6][N:45]=2)[CH2:40][CH2:39]1. (5) Given the reactants [CH3:1][C:2]1[CH:10]=[C:9]([N+:11]([O-:13])=[O:12])[CH:8]=[CH:7][C:3]=1[C:4]([OH:6])=[O:5].S(=O)(=O)(O)O.[CH3:19]O, predict the reaction product. The product is: [CH3:19][O:5][C:4](=[O:6])[C:3]1[CH:7]=[CH:8][C:9]([N+:11]([O-:13])=[O:12])=[CH:10][C:2]=1[CH3:1]. (6) Given the reactants [Cl:1][C:2]1[CH:3]=[C:4]([CH2:21][C:22](O)=[O:23])[CH:5]=[C:6]([Cl:20])[C:7]=1[O:8][CH2:9][C:10]1[CH:15]=[C:14]([CH3:16])[CH:13]=[C:12]([NH:17][CH2:18][CH3:19])[CH:11]=1.Cl.C(N=C=NCCCN(C)C)C.O.ON1C2C=CC=CC=2N=N1.Cl.[CH3:49][O:50][C:51](=[O:60])[C@H:52]([C:54]1[CH:59]=[CH:58][CH:57]=[CH:56][CH:55]=1)[NH2:53].C(N(CC)CC)C, predict the reaction product. The product is: [Cl:1][C:2]1[CH:3]=[C:4]([CH2:21][C:22]([NH:53][C@@H:52]([C:54]2[CH:59]=[CH:58][CH:57]=[CH:56][CH:55]=2)[C:51]([O:50][CH3:49])=[O:60])=[O:23])[CH:5]=[C:6]([Cl:20])[C:7]=1[O:8][CH2:9][C:10]1[CH:15]=[C:14]([CH3:16])[CH:13]=[C:12]([NH:17][CH2:18][CH3:19])[CH:11]=1. (7) Given the reactants C([O:3][C:4]([C:6]1[C:7]2[CH2:8][C@H:9]3[CH2:21][C@H:10]3[C:11]=2[N:12]([C:14]2[CH:19]=[C:18]([I:20])[CH:17]=[CH:16][N:15]=2)[N:13]=1)=[O:5])C.[OH-].[Na+], predict the reaction product. The product is: [I:20][C:18]1[CH:17]=[CH:16][N:15]=[C:14]([N:12]2[C:11]3[C@@H:10]4[CH2:21][C@@H:9]4[CH2:8][C:7]=3[C:6]([C:4]([OH:5])=[O:3])=[N:13]2)[CH:19]=1.